Dataset: Full USPTO retrosynthesis dataset with 1.9M reactions from patents (1976-2016). Task: Predict the reactants needed to synthesize the given product. (1) Given the product [C:8]1([C:2]2[CH:7]=[CH:6][CH:5]=[CH:4][N:3]=2)[CH:13]=[CH:12][CH:11]=[CH:10][CH:9]=1, predict the reactants needed to synthesize it. The reactants are: Br[C:2]1[CH:7]=[CH:6][CH:5]=[CH:4][N:3]=1.[C:8]1(OB(O)O)[CH:13]=[CH:12][CH:11]=[CH:10][CH:9]=1.C(=O)([O-])[O-].[K+].[K+].O. (2) Given the product [NH2:7][C@@H:8]1[CH2:13][CH2:12][CH2:11][N:10]([C:14]2[N:22]([CH2:23][C:24]#[C:25][CH3:26])[C:21]3[C:20](=[O:27])[N:19]([CH2:28][C:29]4[C:38]5[C:33](=[CH:34][CH:35]=[CH:36][CH:37]=5)[N:32]=[CH:31][CH:30]=4)[CH:18]=[N:17][C:16]=3[C:15]=2[C:39]#[N:40])[CH2:9]1, predict the reactants needed to synthesize it. The reactants are: C(OC(=O)[NH:7][C@@H:8]1[CH2:13][CH2:12][CH2:11][N:10]([C:14]2[N:22]([CH2:23][C:24]#[C:25][CH3:26])[C:21]3[C:20](=[O:27])[N:19]([CH2:28][C:29]4[C:38]5[C:33](=[CH:34][CH:35]=[CH:36][CH:37]=5)[N:32]=[CH:31][CH:30]=4)[CH:18]=[N:17][C:16]=3[C:15]=2[C:39]#[N:40])[CH2:9]1)(C)(C)C. (3) Given the product [C:3]([O:7][CH:8]([C:14]1[C:18]([C:19]2[C:28]3[C:23]4=[C:24]([CH2:29][CH2:30][O:31][C:22]4=[CH:21][CH:20]=2)[CH:25]=[CH:26][N:27]=3)=[C:17]([C:19]2[CH:28]=[CH:23][CH:22]=[CH:21][CH:20]=2)[S:16][C:15]=1[CH3:33])[C:9]([OH:11])=[O:10])([CH3:6])([CH3:5])[CH3:4], predict the reactants needed to synthesize it. The reactants are: [OH-].[K+].[C:3]([O:7][CH:8]([C:14]1[C:18]([C:19]2[C:28]3[C:23]4=[C:24]([CH2:29][CH2:30][O:31][C:22]4=[CH:21][CH:20]=2)[CH:25]=[CH:26][N:27]=3)=[C:17](Cl)[S:16][C:15]=1[CH3:33])[C:9]([O:11]CC)=[O:10])([CH3:6])([CH3:5])[CH3:4]. (4) The reactants are: [CH:1]([S:4]([NH2:7])(=[O:6])=[O:5])([CH3:3])[CH3:2].[CH2:8]([O:10][C:11]([C:13]1[O:14][C:15]2[CH:22]=[CH:21][CH:20]=[C:19](OS(C(F)(F)F)(=O)=O)[C:16]=2[C:17]=1[CH3:18])=[O:12])[CH3:9]. Given the product [CH2:8]([O:10][C:11]([C:13]1[O:14][C:15]2[CH:22]=[CH:21][CH:20]=[C:19]([NH:7][S:4]([CH:1]([CH3:3])[CH3:2])(=[O:6])=[O:5])[C:16]=2[C:17]=1[CH3:18])=[O:12])[CH3:9], predict the reactants needed to synthesize it. (5) Given the product [C:1]([S:5][CH2:6][C:7]1[CH:12]=[CH:11][C:10]([C:13]([C:18]2[CH:31]=[CH:30][C:21]([O:22][CH2:23][C@@H:24]([OH:35])[CH2:25][CH2:26][C:27]([OH:28])=[O:29])=[C:20]([CH3:32])[CH:19]=2)([CH2:14][CH3:15])[CH2:16][CH3:17])=[CH:9][C:8]=1[CH3:33])([CH3:4])([CH3:2])[CH3:3], predict the reactants needed to synthesize it. The reactants are: [C:1]([S:5][CH2:6][C:7]1[CH:12]=[CH:11][C:10]([C:13]([C:18]2[CH:31]=[CH:30][C:21]([O:22][CH2:23][C@H:24]3[O:28][C:27](=[O:29])[CH2:26][CH2:25]3)=[C:20]([CH3:32])[CH:19]=2)([CH2:16][CH3:17])[CH2:14][CH3:15])=[CH:9][C:8]=1[CH3:33])([CH3:4])([CH3:3])[CH3:2].C[O:35]C(=O)C1C=CC(C(CC)(C2C=CC(O)=C(C)C=2)CC)=CC=1C.[OH-].[K+]. (6) Given the product [F:25][C:20]1[CH:21]=[CH:22][CH:23]=[CH:24][C:19]=1[CH2:18][N:11]1[C:8]2[CH:9]=[CH:10][C:5]3[N:6]([C:2]([CH3:1])=[N:3][N:4]=3)[C:7]=2[CH:13]=[C:12]1[CH3:14], predict the reactants needed to synthesize it. The reactants are: [CH3:1][C:2]1[N:6]2[C:7]3[CH:13]=[C:12]([CH3:14])[NH:11][C:8]=3[CH:9]=[CH:10][C:5]2=[N:4][N:3]=1.[H-].[Na+].Br[CH2:18][C:19]1[CH:24]=[CH:23][CH:22]=[CH:21][C:20]=1[F:25].